Dataset: Catalyst prediction with 721,799 reactions and 888 catalyst types from USPTO. Task: Predict which catalyst facilitates the given reaction. (1) Reactant: C(O[C:6](=O)[NH:7][C@H:8]([C:16](=[O:26])[NH:17][CH2:18][CH2:19][CH2:20][N:21]1[CH2:25][CH2:24][CH2:23][CH2:22]1)[CH2:9][C:10]1[CH:15]=[CH:14][CH:13]=[CH:12][CH:11]=1)(C)(C)C.CC[N:30]=[C:31]=[N:32]CCCN(C)C.[CH:39]1[CH:40]=[CH:41][C:42]2[N:47](O)N=N[C:43]=2[CH:44]=1.C(OC(N[C@@H](C[C:62]1[CH:67]=[CH:66][CH:65]=[CH:64][CH:63]=1)C(O)=O)=O)(C)(C)C.N1(CCCN)CCCC1.CN1CCOCC1. Product: [C:39]1([C:62]2[CH:63]=[CH:64][CH:65]=[CH:66][CH:67]=2)[CH:44]=[CH:43][C:42]([N:47]=[C:6]([NH:32][C:31]#[N:30])[NH:7][C@@H:8]([CH2:9][C:10]2[CH:11]=[CH:12][CH:13]=[CH:14][CH:15]=2)[C:16]([NH:17][CH2:18][CH2:19][CH2:20][N:21]2[CH2:22][CH2:23][CH2:24][CH2:25]2)=[O:26])=[CH:41][CH:40]=1. The catalyst class is: 39. (2) Reactant: [C:1]1(=[O:7])[NH:5][C:4](=[O:6])[CH:3]=[CH:2]1.CN1CCOCC1.Cl[C:16]([O:18][CH3:19])=[O:17]. Product: [CH3:19][O:18][C:16]([N:5]1[C:4](=[O:6])[CH:3]=[CH:2][C:1]1=[O:7])=[O:17]. The catalyst class is: 13. (3) Reactant: Br[C:2]1[CH:3]=[CH:4][C:5]([F:33])=[C:6]([C@:8]23[CH2:17][O:16][C@@H:15]([C:18]4[O:22][N:21]=[C:20]([CH3:23])[CH:19]=4)[CH2:14][C@H:13]2[CH2:12][S:11][C:10]([NH:24][C:25](=[O:32])[C:26]2[CH:31]=[CH:30][CH:29]=[CH:28][CH:27]=2)=[N:9]3)[CH:7]=1.[CH3:34][N:35](C)C=O. Product: [C:34]([C:2]1[CH:3]=[CH:4][C:5]([F:33])=[C:6]([C@:8]23[CH2:17][O:16][C@@H:15]([C:18]4[O:22][N:21]=[C:20]([CH3:23])[CH:19]=4)[CH2:14][C@H:13]2[CH2:12][S:11][C:10]([NH:24][C:25](=[O:32])[C:26]2[CH:27]=[CH:28][CH:29]=[CH:30][CH:31]=2)=[N:9]3)[CH:7]=1)#[N:35]. The catalyst class is: 267. (4) Reactant: [CH3:1][C:2]1([CH3:15])[CH2:11][CH2:10][C:9]2[C:4](=[C:5]([C:12]([OH:14])=[O:13])[CH:6]=[CH:7][CH:8]=2)[O:3]1.[Si](C=[N+]=[N-])(C)(C)[CH3:17].C(O)(=O)C. Product: [CH3:1][C:2]1([CH3:15])[CH2:11][CH2:10][C:9]2[C:4](=[C:5]([C:12]([O:14][CH3:17])=[O:13])[CH:6]=[CH:7][CH:8]=2)[O:3]1. The catalyst class is: 442.